From a dataset of Forward reaction prediction with 1.9M reactions from USPTO patents (1976-2016). Predict the product of the given reaction. (1) The product is: [Cl:21][C:15]1[CH:14]=[C:13]2[C:18]([C:19](=[O:20])[C:10]([CH2:9][NH:8][C:6](=[O:7])[C:5]3[CH:28]=[CH:29][C:2]([N:31]([CH3:32])[CH3:30])=[N:3][CH:4]=3)=[CH:11][N:12]2[C:22]2[CH:23]=[CH:24][CH:25]=[CH:26][CH:27]=2)=[CH:17][CH:16]=1. Given the reactants Cl[C:2]1[CH:29]=[CH:28][C:5]([C:6]([NH:8][CH2:9][C:10]2[C:19](=[O:20])[C:18]3[C:13](=[CH:14][C:15]([Cl:21])=[CH:16][CH:17]=3)[N:12]([C:22]3[CH:27]=[CH:26][CH:25]=[CH:24][CH:23]=3)[CH:11]=2)=[O:7])=[CH:4][N:3]=1.[CH3:30][NH:31][CH3:32], predict the reaction product. (2) Given the reactants Cl.[C:2]([O:6][C:7](=[O:10])[CH2:8][NH2:9])([CH3:5])([CH3:4])[CH3:3].[C:11](O)(=[O:16])[CH2:12][CH2:13][CH2:14][CH3:15].ON1C2C=CC=CC=2N=N1, predict the reaction product. The product is: [C:2]([O:6][C:7](=[O:10])[CH2:8][NH:9][C:11](=[O:16])[CH2:12][CH2:13][CH2:14][CH3:15])([CH3:5])([CH3:4])[CH3:3]. (3) Given the reactants C(O[C:6]([NH:8][C@@H:9]1[CH2:14][CH2:13][CH2:12][CH2:11][C@@H:10]1[NH2:15])=O)(C)(C)C.[H-].[Al+3].[Li+].[H-].[H-].[H-].C(Cl)Cl.CO.N, predict the reaction product. The product is: [CH3:6][NH:8][C@@H:9]1[CH2:14][CH2:13][CH2:12][CH2:11][C@@H:10]1[NH2:15]. (4) Given the reactants [H-].[Na+].[CH:3]1([CH:6]([OH:18])[CH2:7][NH:8][CH2:9][C:10]2[C:11](Cl)=[N:12][C:13]([Cl:16])=[CH:14][CH:15]=2)[CH2:5][CH2:4]1.CO, predict the reaction product. The product is: [Cl:16][C:13]1[CH:14]=[CH:15][C:10]2[CH2:9][NH:8][CH2:7][CH:6]([CH:3]3[CH2:5][CH2:4]3)[O:18][C:11]=2[N:12]=1. (5) Given the reactants C(OC([N:8]1[CH2:12][CH2:11][C@@H:10]([C:13]([OH:15])=O)[CH2:9]1)=O)(C)(C)C.Cl.Cl.[CH:18]1([N:22]2[CH2:28][CH2:27][CH2:26][NH:25][CH2:24][CH2:23]2)[CH2:21][CH2:20][CH2:19]1, predict the reaction product. The product is: [CH:18]1([N:22]2[CH2:28][CH2:27][CH2:26][N:25]([C:13]([C@@H:10]3[CH2:11][CH2:12][NH:8][CH2:9]3)=[O:15])[CH2:24][CH2:23]2)[CH2:21][CH2:20][CH2:19]1.